From a dataset of Full USPTO retrosynthesis dataset with 1.9M reactions from patents (1976-2016). Predict the reactants needed to synthesize the given product. Given the product [S:1]1[C:5]2[CH:6]=[CH:7][CH:8]=[CH:9][C:4]=2[N:3]=[C:2]1[N:10]([CH2:35][O:36][CH2:37][CH2:38][Si:39]([CH3:42])([CH3:41])[CH3:40])[C:11]([C:13]1[CH:14]=[CH:15][CH:16]=[C:17]2[C:22]=1[CH2:21][N:20]([C:23]1[S:24][C:25]([I:50])=[C:26]([C:28]([O:30][C:31]([CH3:34])([CH3:33])[CH3:32])=[O:29])[N:27]=1)[CH2:19][CH2:18]2)=[O:12], predict the reactants needed to synthesize it. The reactants are: [S:1]1[C:5]2[CH:6]=[CH:7][CH:8]=[CH:9][C:4]=2[N:3]=[C:2]1[N:10]([CH2:35][O:36][CH2:37][CH2:38][Si:39]([CH3:42])([CH3:41])[CH3:40])[C:11]([C:13]1[CH:14]=[CH:15][CH:16]=[C:17]2[C:22]=1[CH2:21][N:20]([C:23]1[S:24][CH:25]=[C:26]([C:28]([O:30][C:31]([CH3:34])([CH3:33])[CH3:32])=[O:29])[N:27]=1)[CH2:19][CH2:18]2)=[O:12].C1C(=O)N([I:50])C(=O)C1.